Task: Predict the reactants needed to synthesize the given product.. Dataset: Full USPTO retrosynthesis dataset with 1.9M reactions from patents (1976-2016) (1) Given the product [S:22]1[C:23]2[CH:33]=[CH:32][CH:31]=[CH:30][C:24]=2[C:25]([C:27]([NH:1][C:2]2[CH:11]=[C:10]([Cl:12])[CH:9]=[CH:8][C:3]=2[C:4]([OH:6])=[O:5])=[O:28])=[CH:26]1, predict the reactants needed to synthesize it. The reactants are: [NH2:1][C:2]1[CH:11]=[C:10]([Cl:12])[CH:9]=[CH:8][C:3]=1[C:4]([O:6]C)=[O:5].CCN(C(C)C)C(C)C.[S:22]1[CH:26]=[C:25]([C:27](O)=[O:28])[C:24]2[CH:30]=[CH:31][CH:32]=[CH:33][C:23]1=2.O=P(Cl)(Cl)Cl.NCCNCCN.CCN(C(C1C=CC=C(C)C=1)=O)CC.[OH-]. (2) Given the product [CH3:1][O:2][C:3]1[CH:12]=[CH:11][C:6]([C:7]([OH:9])=[O:8])=[CH:5][C:4]=1[C:13]#[C:14][C:15]1[CH:20]=[CH:19][CH:18]=[CH:17][N:16]=1, predict the reactants needed to synthesize it. The reactants are: [CH3:1][O:2][C:3]1[CH:12]=[CH:11][C:6]([C:7]([O:9]C)=[O:8])=[CH:5][C:4]=1[C:13]#[C:14][C:15]1[CH:20]=[CH:19][CH:18]=[CH:17][N:16]=1.O.[OH-].[Li+]. (3) The reactants are: [NH:1]1[CH2:5][CH:4]=[CH:3][C@H:2]1[C:6]([OH:8])=[O:7].[OH-].[Na+].Cl[C:12]([O:14][CH2:15][C:16]1[CH:21]=[CH:20][CH:19]=[CH:18][CH:17]=1)=[O:13]. Given the product [CH2:15]([O:14][C:12]([N:1]1[CH2:5][CH:4]=[CH:3][C@H:2]1[C:6]([OH:8])=[O:7])=[O:13])[C:16]1[CH:21]=[CH:20][CH:19]=[CH:18][CH:17]=1, predict the reactants needed to synthesize it.